This data is from Forward reaction prediction with 1.9M reactions from USPTO patents (1976-2016). The task is: Predict the product of the given reaction. (1) Given the reactants [Cl:1][C:2]1[C:7]([CH:8]=[O:9])=[CH:6][CH:5]=[C:4]([NH:10][CH2:11][C:12]2[CH:13]=[N:14][C:15]([C:18]([F:21])([F:20])[F:19])=[CH:16][CH:17]=2)[N:3]=1.C(N(CC)C(C)C)(C)C.[C:31]([O:35][C:36](O[C:36]([O:35][C:31]([CH3:34])([CH3:33])[CH3:32])=[O:37])=[O:37])([CH3:34])([CH3:33])[CH3:32], predict the reaction product. The product is: [C:31]([O:35][C:36](=[O:37])[N:10]([C:4]1[CH:5]=[CH:6][C:7]([CH:8]=[O:9])=[C:2]([Cl:1])[N:3]=1)[CH2:11][C:12]1[CH:13]=[N:14][C:15]([C:18]([F:21])([F:19])[F:20])=[CH:16][CH:17]=1)([CH3:34])([CH3:33])[CH3:32]. (2) Given the reactants [CH3:1][C:2]1[CH:7]=[CH:6][C:5]([C:8]2[C:13]([CH3:14])=[CH:12][CH:11]=[CH:10][C:9]=2[C:15]([NH:17][C:18]2[CH:40]=[CH:39][C:21]([O:22][CH2:23][CH2:24][C:25]3[N:30]=[C:29]([NH:31]C(=O)OC(C)(C)C)[CH:28]=[CH:27][CH:26]=3)=[CH:20][CH:19]=2)=[O:16])=[CH:4][CH:3]=1.FC(F)(F)C(O)=O, predict the reaction product. The product is: [NH2:31][C:29]1[N:30]=[C:25]([CH2:24][CH2:23][O:22][C:21]2[CH:20]=[CH:19][C:18]([NH:17][C:15]([C:9]3[C:8]([C:5]4[CH:6]=[CH:7][C:2]([CH3:1])=[CH:3][CH:4]=4)=[C:13]([CH3:14])[CH:12]=[CH:11][CH:10]=3)=[O:16])=[CH:40][CH:39]=2)[CH:26]=[CH:27][CH:28]=1. (3) Given the reactants [Cl:1][C:2]1[CH:3]=[CH:4][C:5]2[O:10][CH2:9][C@@H:8](NC)[O:7][C:6]=2[CH:13]=1.[S:14]([NH2:18])([NH2:17])(=[O:16])=[O:15].O1CCOC[CH2:20]1, predict the reaction product. The product is: [Cl:1][C:2]1[CH:3]=[CH:4][C:5]2[O:10][CH2:9][C@H:8]([CH2:20][NH:17][S:14]([NH2:18])(=[O:16])=[O:15])[O:7][C:6]=2[CH:13]=1. (4) The product is: [N:12]1([CH2:11][C:10]([N:18]2[CH2:19][CH2:20][N:21]([C:2]3[N:7]=[CH:6][N:5]=[C:4]([NH2:8])[CH:3]=3)[CH2:22][CH2:23]2)=[O:9])[CH2:13][CH2:14][O:15][CH2:16][CH2:17]1. Given the reactants Cl[C:2]1[N:7]=[CH:6][N:5]=[C:4]([NH2:8])[CH:3]=1.[O:9]=[C:10]([N:18]1[CH2:23][CH2:22][NH:21][CH2:20][CH2:19]1)[CH2:11][N:12]1[CH2:17][CH2:16][O:15][CH2:14][CH2:13]1.CCN(C(C)C)C(C)C, predict the reaction product.